From a dataset of Full USPTO retrosynthesis dataset with 1.9M reactions from patents (1976-2016). Predict the reactants needed to synthesize the given product. (1) Given the product [Cl:2][C:3]1[C:4]2[C:5]3[C:6](=[C:20]([CH3:23])[O:21][N:22]=3)[C:7](=[O:19])[N:8]([CH:13]3[CH2:18][CH2:17][CH2:16][N:15]([C:24](=[O:33])[CH2:25][CH2:26][C:27]4[CH:32]=[CH:31][CH:30]=[CH:29][CH:28]=4)[CH2:14]3)[C:9]=2[CH:10]=[CH:11][CH:12]=1, predict the reactants needed to synthesize it. The reactants are: I.[Cl:2][C:3]1[C:4]2[C:5]3[C:6](=[C:20]([CH3:23])[O:21][N:22]=3)[C:7](=[O:19])[N:8]([CH:13]3[CH2:18][CH2:17][CH2:16][NH:15][CH2:14]3)[C:9]=2[CH:10]=[CH:11][CH:12]=1.[C:24](O)(=[O:33])[CH2:25][CH2:26][C:27]1[CH:32]=[CH:31][CH:30]=[CH:29][CH:28]=1.Cl.CN(C)CCCN=C=NCC.ON1C2N=CC=CC=2N=N1.C(N(CC)CC)C. (2) The reactants are: [Na].SC1C=CC=C[N+]=1[O-].[CH3:10][O:11][C:12]1[CH:13]=[C:14]([CH:18]=[C:19]([O:21][CH3:22])[CH:20]=1)C(Cl)=O.CC(N=NC(C#N)(C)C)(C#N)C.C(Cl)(Cl)(Cl)[Br:36]. Given the product [Br:36][C:14]1[CH:13]=[C:12]([O:11][CH3:10])[CH:20]=[C:19]([O:21][CH3:22])[CH:18]=1, predict the reactants needed to synthesize it. (3) Given the product [Br:1][C:2]1[CH:7]=[CH:6][C:5]([C:8]2[C:20](=[O:21])[N:19]([CH2:22][CH3:23])[C:11]3[N:12]=[C:13]([NH:36][C:35]4[CH:34]=[CH:33][C:32]([N:29]5[CH2:28][CH2:27][N:26]([CH3:25])[CH2:31][CH2:30]5)=[CH:38][CH:37]=4)[N:14]=[CH:15][C:10]=3[CH:9]=2)=[C:4]([Cl:24])[CH:3]=1, predict the reactants needed to synthesize it. The reactants are: [Br:1][C:2]1[CH:7]=[CH:6][C:5]([C:8]2[C:20](=[O:21])[N:19]([CH2:22][CH3:23])[C:11]3[N:12]=[C:13](S(C)=O)[N:14]=[CH:15][C:10]=3[CH:9]=2)=[C:4]([Cl:24])[CH:3]=1.[CH3:25][N:26]1[CH2:31][CH2:30][N:29]([C:32]2[CH:38]=[CH:37][C:35]([NH2:36])=[CH:34][CH:33]=2)[CH2:28][CH2:27]1. (4) Given the product [Cl:1][C:2]1[CH:3]=[C:4]([NH:9][C:10]2[C:19]3[C:14](=[CH:15][CH:16]=[C:17]([NH:20][CH2:21][C:22]4[N:23]([CH2:27][C:28]([N:33]5[CH2:38][CH2:37][O:36][CH2:35][CH2:34]5)=[O:30])[CH:24]=[CH:25][N:26]=4)[CH:18]=3)[N:13]=[CH:12][C:11]=2[C:31]#[N:32])[CH:5]=[CH:6][C:7]=1[F:8], predict the reactants needed to synthesize it. The reactants are: [Cl:1][C:2]1[CH:3]=[C:4]([NH:9][C:10]2[C:19]3[C:14](=[CH:15][CH:16]=[C:17]([NH:20][CH2:21][C:22]4[N:23]([CH2:27][C:28]([OH:30])=O)[CH:24]=[CH:25][N:26]=4)[CH:18]=3)[N:13]=[CH:12][C:11]=2[C:31]#[N:32])[CH:5]=[CH:6][C:7]=1[F:8].[NH:33]1[CH2:38][CH2:37][O:36][CH2:35][CH2:34]1.F[P-](F)(F)(F)(F)F.N1(O[P+](N(C)C)(N(C)C)N(C)C)C2C=CC=CC=2N=N1.C(N(C(C)C)CC)(C)C. (5) Given the product [C:14]([C:12]1[CH:11]=[CH:10][C:9]([CH2:17][C:18]([O:20][CH2:21][CH3:22])=[O:19])=[C:8]([NH:7][C:5]([O:4][CH2:1][CH:2]=[CH2:3])=[O:6])[CH:13]=1)(=[O:16])[CH3:15], predict the reactants needed to synthesize it. The reactants are: [CH2:1]([O:4][C:5]([NH:7][C:8]1[CH:13]=[C:12]([CH:14]([OH:16])[CH3:15])[CH:11]=[CH:10][C:9]=1[CH2:17][C:18]([O:20][CH2:21][CH3:22])=[O:19])=[O:6])[CH:2]=[CH2:3].C(=O)(O)[O-]. (6) Given the product [NH2:1][C:4]1[CH:9]=[C:8]([CH2:10][N:11]2[CH2:12][CH2:13][N:14]([C:17]3[CH:22]=[CH:21][CH:20]=[CH:19][CH:18]=3)[CH2:15][CH2:16]2)[CH:7]=[CH:6][C:5]=1[CH2:23][NH:24][C:25](=[O:27])[CH3:26], predict the reactants needed to synthesize it. The reactants are: [N+:1]([C:4]1[CH:9]=[C:8]([CH2:10][N:11]2[CH2:16][CH2:15][N:14]([C:17]3[CH:22]=[CH:21][CH:20]=[CH:19][CH:18]=3)[CH2:13][CH2:12]2)[CH:7]=[CH:6][C:5]=1[CH2:23][NH:24][C:25](=[O:27])[CH3:26])([O-])=O.O.O.NN. (7) Given the product [C:61]([N:50]1[CH2:51][CH2:52][C:46]2[S:45][C:44]([C:41]3[CH:40]=[CH:39][C:38]([O:37][CH2:36][CH2:35][CH2:34][N:30]4[CH2:31][CH2:32][CH2:33][CH:29]4[CH3:28])=[CH:43][CH:42]=3)=[N:53][C:47]=2[CH2:48][CH2:49]1)(=[O:68])[C:62]1[CH:67]=[CH:66][N:65]=[CH:64][CH:63]=1, predict the reactants needed to synthesize it. The reactants are: F[P-](F)(F)(F)(F)F.N1(O[P+](N(C)C)(N(C)C)N(C)C)C2C=CC=CC=2N=N1.[CH3:28][CH:29]1[CH2:33][CH2:32][CH2:31][N:30]1[CH2:34][CH2:35][CH2:36][O:37][C:38]1[CH:43]=[CH:42][C:41]([C:44]2[S:45][C:46]3[CH2:52][CH2:51][NH:50][CH2:49][CH2:48][C:47]=3[N:53]=2)=[CH:40][CH:39]=1.C(N(CC)CC)C.[C:61](O)(=[O:68])[C:62]1[CH:67]=[CH:66][N:65]=[CH:64][CH:63]=1.